Task: Regression. Given a peptide amino acid sequence and an MHC pseudo amino acid sequence, predict their binding affinity value. This is MHC class I binding data.. Dataset: Peptide-MHC class I binding affinity with 185,985 pairs from IEDB/IMGT (1) The binding affinity (normalized) is 0.655. The peptide sequence is RQADILRQF. The MHC is HLA-B15:01 with pseudo-sequence HLA-B15:01. (2) The peptide sequence is SPYNSQNAV. The binding affinity (normalized) is 0. The MHC is HLA-A30:01 with pseudo-sequence HLA-A30:01. (3) The peptide sequence is KFNPMKTYI. The MHC is HLA-B53:01 with pseudo-sequence HLA-B53:01. The binding affinity (normalized) is 0. (4) The peptide sequence is TYGPVFMCL. The MHC is HLA-B44:02 with pseudo-sequence HLA-B44:02. The binding affinity (normalized) is 0. (5) The peptide sequence is NTTTFITVL. The MHC is HLA-A02:01 with pseudo-sequence HLA-A02:01. The binding affinity (normalized) is 0.307. (6) The peptide sequence is KTLDISSFY. The MHC is HLA-A33:01 with pseudo-sequence HLA-A33:01. The binding affinity (normalized) is 0.0163.